Dataset: Full USPTO retrosynthesis dataset with 1.9M reactions from patents (1976-2016). Task: Predict the reactants needed to synthesize the given product. (1) Given the product [F:22][C:21]1[CH:20]=[C:19]2[C:14]([CH:15]=[CH:16][CH:17]=[N:18]2)=[CH:13][C:12]=1[CH2:11][N:8]1[C:6]2=[N:7][C:2]([C:33]3[CH:34]=[N:30][NH:31][CH:32]=3)=[CH:3][N:4]=[C:5]2[N:10]=[N:9]1, predict the reactants needed to synthesize it. The reactants are: Br[C:2]1[N:7]=[C:6]2[N:8]([CH2:11][C:12]3[CH:13]=[C:14]4[C:19](=[CH:20][C:21]=3[F:22])[N:18]=[CH:17][CH:16]=[CH:15]4)[N:9]=[N:10][C:5]2=[N:4][CH:3]=1.C(OC([N:30]1[CH:34]=[C:33](B2OC(C)(C)C(C)(C)O2)[CH:32]=[N:31]1)=O)(C)(C)C.[F-].[Cs+].C(Cl)Cl. (2) Given the product [NH:8]1[CH2:9][CH:10]=[C:11]([C:14]2[CH:15]=[CH:16][C:17]([NH:20][C:21]([N:23]3[CH2:24][CH2:25][CH:26]([C:29]4[C:38]5[C:33](=[CH:34][C:35]([O:41][CH3:42])=[C:36]([O:39][CH3:40])[CH:37]=5)[N:32]=[CH:31][N:30]=4)[CH2:27][CH2:28]3)=[O:22])=[CH:18][CH:19]=2)[CH2:12][CH2:13]1, predict the reactants needed to synthesize it. The reactants are: C(OC([N:8]1[CH2:13][CH:12]=[C:11]([C:14]2[CH:19]=[CH:18][C:17]([NH:20][C:21]([N:23]3[CH2:28][CH2:27][CH:26]([C:29]4[C:38]5[C:33](=[CH:34][C:35]([O:41][CH3:42])=[C:36]([O:39][CH3:40])[CH:37]=5)[N:32]=[CH:31][N:30]=4)[CH2:25][CH2:24]3)=[O:22])=[CH:16][CH:15]=2)[CH2:10][CH2:9]1)=O)(C)(C)C. (3) Given the product [CH2:20]([O:27][C:28]1[C:33]([CH2:34][N:9]2[C:8](=[O:13])[C:7]3[C:2]([CH3:1])=[C:3]([C:14]([OH:16])=[O:15])[CH:4]=[CH:5][C:6]=3[O:12][CH2:11][CH2:10]2)=[C:32]([CH3:36])[CH:31]=[C:30]([CH3:37])[N:29]=1)[C:21]1[CH:26]=[CH:25][CH:24]=[CH:23][CH:22]=1, predict the reactants needed to synthesize it. The reactants are: [CH3:1][C:2]1[C:7]2[C:8](=[O:13])[NH:9][CH2:10][CH2:11][O:12][C:6]=2[CH:5]=[CH:4][C:3]=1[C:14]([O:16]C)=[O:15].[H-].[Na+].[CH2:20]([O:27][C:28]1[C:33]([CH2:34]Cl)=[C:32]([CH3:36])[CH:31]=[C:30]([CH3:37])[N:29]=1)[C:21]1[CH:26]=[CH:25][CH:24]=[CH:23][CH:22]=1.O. (4) Given the product [OH:1][C:2]([C:5]1[CH:6]=[CH:7][C:8]([C:9]([NH:11][C:12]2[CH:17]=[C:16]([N:18]3[CH2:23][CH2:22][CH2:21][C@@H:20]([C:24]([NH:36][CH3:35])=[O:25])[CH2:19]3)[N:15]3[N:27]=[CH:28][CH:29]=[C:14]3[N:13]=2)=[O:10])=[CH:30][CH:31]=1)([CH3:3])[CH3:4], predict the reactants needed to synthesize it. The reactants are: [OH:1][C:2]([C:5]1[CH:31]=[CH:30][C:8]([C:9]([NH:11][C:12]2[CH:17]=[C:16]([N:18]3[CH2:23][CH2:22][CH2:21][C@@H:20]([C:24](O)=[O:25])[CH2:19]3)[N:15]3[N:27]=[CH:28][CH:29]=[C:14]3[N:13]=2)=[O:10])=[CH:7][CH:6]=1)([CH3:4])[CH3:3].CN.C[CH2:35][N:36]=C=NCCCN(C)C.C1C=CC2N(O)N=NC=2C=1. (5) Given the product [C:11]1([S:17]([NH:1][C:2]2[CH:6]=[CH:5][S:4][C:3]=2[C:7]([O:9][CH3:10])=[O:8])(=[O:19])=[O:18])[CH:16]=[CH:15][CH:14]=[CH:13][CH:12]=1, predict the reactants needed to synthesize it. The reactants are: [NH2:1][C:2]1[CH:6]=[CH:5][S:4][C:3]=1[C:7]([O:9][CH3:10])=[O:8].[C:11]1([S:17](Cl)(=[O:19])=[O:18])[CH:16]=[CH:15][CH:14]=[CH:13][CH:12]=1.N1C=CC=CC=1. (6) Given the product [F:24][C:4]1[CH:3]=[C:2]([NH:1][C:38]([C:34]2[C:33](=[O:41])[N:32]([C:29]3[CH:28]=[CH:27][C:26]([F:25])=[CH:31][CH:30]=3)[CH:37]=[CH:36][CH:35]=2)=[O:39])[CH:23]=[CH:22][C:5]=1[O:6][C:7]1[CH:16]=[CH:15][N:14]=[C:13]2[C:8]=1[C:9]1[CH:21]=[CH:20][CH:19]=[CH:18][C:10]=1[C:11](=[O:17])[NH:12]2, predict the reactants needed to synthesize it. The reactants are: [NH2:1][C:2]1[CH:23]=[CH:22][C:5]([O:6][C:7]2[CH:16]=[CH:15][N:14]=[C:13]3[C:8]=2[C:9]2[CH:21]=[CH:20][CH:19]=[CH:18][C:10]=2[C:11](=[O:17])[NH:12]3)=[C:4]([F:24])[CH:3]=1.[F:25][C:26]1[CH:31]=[CH:30][C:29]([N:32]2[CH:37]=[CH:36][CH:35]=[C:34]([C:38](O)=[O:39])[C:33]2=[O:41])=[CH:28][CH:27]=1. (7) Given the product [CH3:13][N:14]([CH:49]1[CH2:50][CH2:51][O:52][CH2:53][CH2:54]1)[C@H:15]1[CH2:16][CH2:17][C@H:18]([N:21]2[C:26](=[O:27])[C:25]([CH2:28][C:29]3[CH:30]=[CH:31][C:32]([C:35]4[CH:40]=[CH:39][CH:38]=[CH:37][C:36]=4[C:41]4[NH:3][C:4](=[O:7])[O:5][N:42]=4)=[CH:33][CH:34]=3)=[C:24]([CH2:43][CH2:44][CH3:45])[N:23]3[N:46]=[CH:47][N:48]=[C:22]23)[CH2:19][CH2:20]1, predict the reactants needed to synthesize it. The reactants are: [Cl-].O[NH3+:3].[C:4](=[O:7])([O-])[OH:5].[Na+].CS(C)=O.[CH3:13][N:14]([CH:49]1[CH2:54][CH2:53][O:52][CH2:51][CH2:50]1)[C@H:15]1[CH2:20][CH2:19][C@H:18]([N:21]2[C:26](=[O:27])[C:25]([CH2:28][C:29]3[CH:34]=[CH:33][C:32]([C:35]4[C:36]([C:41]#[N:42])=[CH:37][CH:38]=[CH:39][CH:40]=4)=[CH:31][CH:30]=3)=[C:24]([CH2:43][CH2:44][CH3:45])[N:23]3[N:46]=[CH:47][N:48]=[C:22]23)[CH2:17][CH2:16]1. (8) Given the product [ClH:1].[C:6]([O:5][CH2:2][CH2:14][NH:13][CH3:18])(=[O:12])[CH3:20], predict the reactants needed to synthesize it. The reactants are: [Cl:1][C:2]([O:5][C:6](=[O:12])OC(Cl)(Cl)Cl)(Cl)Cl.[N:13]1[CH:18]=CC=C[CH:14]=1.O1CCC[CH2:20]1. (9) Given the product [CH2:1]([C:5]1([CH2:34][CH2:35][CH2:36][CH3:37])[C:14]2[C:9](=[CH:10][CH:11]=[CH:12][CH:13]=2)[C:8]([O-:15])=[C:7]([C:16]2[NH:21][C:20]3[CH:22]=[CH:23][C:24]([NH:26][S:27]([CH3:30])(=[O:29])=[O:28])=[CH:25][C:19]=3[S:18](=[O:32])(=[O:31])[N:17]=2)[C:6]1=[O:33])[CH2:2][CH2:3][CH3:4].[Na+:39], predict the reactants needed to synthesize it. The reactants are: [CH2:1]([C:5]1([CH2:34][CH2:35][CH2:36][CH3:37])[C:14]2[C:9](=[CH:10][CH:11]=[CH:12][CH:13]=2)[C:8]([OH:15])=[C:7]([C:16]2[NH:21][C:20]3[CH:22]=[CH:23][C:24]([NH:26][S:27]([CH3:30])(=[O:29])=[O:28])=[CH:25][C:19]=3[S:18](=[O:32])(=[O:31])[N:17]=2)[C:6]1=[O:33])[CH2:2][CH2:3][CH3:4].[OH-].[Na+:39]. (10) Given the product [C:1]([C:5]1[CH:6]=[CH:7][C:8]([CH2:9][O:10][C:11]2[CH:16]=[CH:15][CH:14]=[CH:13][C:12]=2/[CH:17]=[CH:18]/[CH:19]([CH2:30][C:31]2[CH:32]=[C:33]([F:49])[C:34]([O:38][Si:39]([CH:40]([CH3:42])[CH3:41])([CH:43]([CH3:44])[CH3:45])[CH:46]([CH3:48])[CH3:47])=[C:35]([F:37])[CH:36]=2)[CH2:20][CH2:21][C:22]2[CH:29]=[CH:28][C:25]([C:26]3[NH:58][N:57]=[N:56][N:27]=3)=[CH:24][CH:23]=2)=[CH:50][CH:51]=1)([CH3:4])([CH3:3])[CH3:2], predict the reactants needed to synthesize it. The reactants are: [C:1]([C:5]1[CH:51]=[CH:50][C:8]([CH2:9][O:10][C:11]2[CH:16]=[CH:15][CH:14]=[CH:13][C:12]=2/[CH:17]=[CH:18]/[CH:19]([CH2:30][C:31]2[CH:36]=[C:35]([F:37])[C:34]([O:38][Si:39]([CH:46]([CH3:48])[CH3:47])([CH:43]([CH3:45])[CH3:44])[CH:40]([CH3:42])[CH3:41])=[C:33]([F:49])[CH:32]=2)[CH2:20][CH2:21][C:22]2[CH:29]=[CH:28][C:25]([C:26]#[N:27])=[CH:24][CH:23]=2)=[CH:7][CH:6]=1)([CH3:4])([CH3:3])[CH3:2].C[Si]([N:56]=[N+:57]=[N-:58])(C)C.C([Sn](=O)CCCC)CCC.